From a dataset of Peptide-MHC class I binding affinity with 185,985 pairs from IEDB/IMGT. Regression. Given a peptide amino acid sequence and an MHC pseudo amino acid sequence, predict their binding affinity value. This is MHC class I binding data. The peptide sequence is RKMPHLFSK. The binding affinity (normalized) is 0.0847. The MHC is HLA-B46:01 with pseudo-sequence HLA-B46:01.